This data is from Reaction yield outcomes from USPTO patents with 853,638 reactions. The task is: Predict the reaction yield, written as a fraction of the theoretical maximum amount of product (1.0 means a 100% yield; for example, 0.34 means a 34% yield). The reactants are [Cl:1][C:2]1[S:6][C:5]([C:7]([O:9][CH3:10])=[O:8])=[CH:4][C:3]=1I.C([O-])([O-])=O.[K+].[K+].CC1(C)COB([C:25]2[N:29]([CH3:30])[N:28]=[CH:27][CH:26]=2)OC1. The catalyst is O1CCOCC1.O.C1C=CC([P]([Pd]([P](C2C=CC=CC=2)(C2C=CC=CC=2)C2C=CC=CC=2)([P](C2C=CC=CC=2)(C2C=CC=CC=2)C2C=CC=CC=2)[P](C2C=CC=CC=2)(C2C=CC=CC=2)C2C=CC=CC=2)(C2C=CC=CC=2)C2C=CC=CC=2)=CC=1. The product is [Cl:1][C:2]1[S:6][C:5]([C:7]([O:9][CH3:10])=[O:8])=[CH:4][C:3]=1[C:25]1[N:29]([CH3:30])[N:28]=[CH:27][CH:26]=1. The yield is 0.240.